Binary Classification. Given a miRNA mature sequence and a target amino acid sequence, predict their likelihood of interaction. From a dataset of Experimentally validated miRNA-target interactions with 360,000+ pairs, plus equal number of negative samples. (1) The miRNA is hsa-miR-1914-5p with sequence CCCUGUGCCCGGCCCACUUCUG. The protein sequence of the target gene is MGPGRPAPAPWPRHLLRCVLLLGCLHLGRPGAPGDAALPEPNVFLIFSHGLQGCLEAQGGQVRVTPACNTSLPAQRWKWVSRNRLFNLGTMQCLGTGWPGTNTTASLGMYECDREALNLRWHCRTLGDQLSLLLGARTSNISKPGTLERGDQTRSGQWRIYGSEEDLCALPYHEVYTIQGNSHGKPCTIPFKYDNQWFHGCTSTGREDGHLWCATTQDYGKDERWGFCPIKSNDCETFWDKDQLTDSCYQFNFQSTLSWREAWASCEQQGADLLSITEIHEQTYINGLLTGYSSTLWIGL.... Result: 0 (no interaction). (2) The miRNA is hsa-miR-331-3p with sequence GCCCCUGGGCCUAUCCUAGAA. The protein sequence of the target gene is MMLQHPGQVSASEVSASAIVPCLSPPGSLVFEDFANLTPFVKEELRFAIQNKHLCHRMSSALESVTVSDRPLGVSITKAEVAPEEDERKKRRRERNKIAAAKCRNKKKEKTECLQKESEKLESVNAELKAQIEELKNEKQHLIYMLNLHRPTCIVRAQNGRTPEDERNLFIQQIKEGTLQS. Result: 1 (interaction). (3) The miRNA is hsa-miR-1973 with sequence ACCGUGCAAAGGUAGCAUA. The protein sequence of the target gene is MTSALENYINRTVAVITSDGRMIVGTLKGFDQTINLILDESHERVFSSSQGVEQVVLGLYIVRGDNVAVIGEIDEETDSALDLGNIRAEPLNSVAH. Result: 0 (no interaction).